Dataset: NCI-60 drug combinations with 297,098 pairs across 59 cell lines. Task: Regression. Given two drug SMILES strings and cell line genomic features, predict the synergy score measuring deviation from expected non-interaction effect. (1) Drug 1: CCC(=C(C1=CC=CC=C1)C2=CC=C(C=C2)OCCN(C)C)C3=CC=CC=C3.C(C(=O)O)C(CC(=O)O)(C(=O)O)O. Drug 2: CCC1(C2=C(COC1=O)C(=O)N3CC4=CC5=C(C=CC(=C5CN(C)C)O)N=C4C3=C2)O.Cl. Cell line: HCC-2998. Synergy scores: CSS=36.4, Synergy_ZIP=3.09, Synergy_Bliss=7.48, Synergy_Loewe=4.24, Synergy_HSA=7.02. (2) Drug 1: CCC1(CC2CC(C3=C(CCN(C2)C1)C4=CC=CC=C4N3)(C5=C(C=C6C(=C5)C78CCN9C7C(C=CC9)(C(C(C8N6C=O)(C(=O)OC)O)OC(=O)C)CC)OC)C(=O)OC)O.OS(=O)(=O)O. Drug 2: C1CN(CCN1C(=O)CCBr)C(=O)CCBr. Cell line: OVCAR-4. Synergy scores: CSS=2.85, Synergy_ZIP=0.448, Synergy_Bliss=1.24, Synergy_Loewe=-2.80, Synergy_HSA=-2.56.